Task: Predict the product of the given reaction.. Dataset: Forward reaction prediction with 1.9M reactions from USPTO patents (1976-2016) (1) Given the reactants C[O:2][C:3]([CH:5]1[CH2:9][CH:8]([CH2:10][CH2:11][C:12]([F:15])([F:14])[CH3:13])[CH2:7][N:6]1[C:16]([O:18][C:19]([CH3:22])([CH3:21])[CH3:20])=[O:17])=[O:4].O.[OH-].[Li+], predict the reaction product. The product is: [C:19]([O:18][C:16]([N:6]1[CH2:7][CH:8]([CH2:10][CH2:11][C:12]([F:14])([F:15])[CH3:13])[CH2:9][CH:5]1[C:3]([OH:4])=[O:2])=[O:17])([CH3:20])([CH3:21])[CH3:22]. (2) Given the reactants [CH:1]([CH:3]1[C:12]2[CH:11]=[CH:10][CH:9]=[C:8]([C:13]#[N:14])[C:7]=2[CH2:6][CH2:5][O:4]1)=O.Cl.[N:16]1([CH2:22][CH2:23][C:24]2[CH:33]=[CH:32][C:27]3[C:28](=[O:31])[O:29][CH2:30][C:26]=3[CH:25]=2)[CH2:21][CH2:20][NH:19][CH2:18][CH2:17]1.CCN(C(C)C)C(C)C.CC(O)=O.[BH-](OC(C)=O)(OC(C)=O)OC(C)=O.[Na+], predict the reaction product. The product is: [O:31]=[C:28]1[C:27]2[CH:32]=[CH:33][C:24]([CH2:23][CH2:22][N:16]3[CH2:21][CH2:20][N:19]([CH2:1][CH:3]4[C:12]5[CH:11]=[CH:10][CH:9]=[C:8]([C:13]#[N:14])[C:7]=5[CH2:6][CH2:5][O:4]4)[CH2:18][CH2:17]3)=[CH:25][C:26]=2[CH2:30][O:29]1. (3) Given the reactants [CH2:1]([C:9]1[CH:14]=[CH:13][C:12]([OH:15])=[CH:11][CH:10]=1)[CH2:2][CH2:3][CH2:4][CH2:5][CH2:6][CH2:7][CH3:8].C([O-])([O-])=O.[K+].[K+].Br[CH2:23][C:24]([O:26][CH2:27][CH3:28])=[O:25], predict the reaction product. The product is: [CH2:1]([C:9]1[CH:10]=[CH:11][C:12]([O:15][CH2:23][C:24]([O:26][CH2:27][CH3:28])=[O:25])=[CH:13][CH:14]=1)[CH2:2][CH2:3][CH2:4][CH2:5][CH2:6][CH2:7][CH3:8]. (4) Given the reactants [Mg].Br[C:3]1[CH:17]=[CH:16][C:6]([O:7][CH2:8][C:9]2[CH:14]=[CH:13][CH:12]=[CH:11][C:10]=2[F:15])=[CH:5][CH:4]=1.[O:18]=[C:19]1[N:23]([C:24]([O:26][C:27]([CH3:30])([CH3:29])[CH3:28])=[O:25])[C@H:22]([C:31]([O:33][CH3:34])=[O:32])[CH2:21][CH2:20]1.[Cl-].[NH4+], predict the reaction product. The product is: [C:27]([O:26][C:24]([NH:23][C@@H:22]([CH2:21][CH2:20][C:19]([C:3]1[CH:17]=[CH:16][C:6]([O:7][CH2:8][C:9]2[CH:14]=[CH:13][CH:12]=[CH:11][C:10]=2[F:15])=[CH:5][CH:4]=1)=[O:18])[C:31]([O:33][CH3:34])=[O:32])=[O:25])([CH3:30])([CH3:29])[CH3:28].